Predict the reactants needed to synthesize the given product. From a dataset of Full USPTO retrosynthesis dataset with 1.9M reactions from patents (1976-2016). Given the product [F:12][C:13]1[CH:19]=[CH:18][CH:17]=[CH:16][C:14]=1[NH:15][CH2:1][C:3]1[CH:11]=[CH:10][C:6]([C:7]([OH:9])=[O:8])=[CH:5][CH:4]=1, predict the reactants needed to synthesize it. The reactants are: [CH:1]([C:3]1[CH:11]=[CH:10][C:6]([C:7]([OH:9])=[O:8])=[CH:5][CH:4]=1)=O.[F:12][C:13]1[CH:19]=[CH:18][CH:17]=[CH:16][C:14]=1[NH2:15].[B][B][B][B][B][B][B][B][B][B].